From a dataset of Reaction yield outcomes from USPTO patents with 853,638 reactions. Predict the reaction yield, written as a fraction of the theoretical maximum amount of product (1.0 means a 100% yield; for example, 0.34 means a 34% yield). The reactants are [CH2:1]([O:3][C:4]([C:6]1[S:7][C:8]([O:19][C:20]2[CH:25]=[CH:24][CH:23]=[C:22]([O:26][CH3:27])[CH:21]=2)=[C:9]2[C:17]3[N:16]([CH3:18])[N:15]=[CH:14][C:13]=3[CH2:12][CH2:11][C:10]=12)=[O:5])[CH3:2].[C:28](Cl)(=[O:30])[CH3:29].[Sn](Cl)(Cl)(Cl)Cl.Cl. The catalyst is ClCCCl. The product is [CH2:1]([O:3][C:4]([C:6]1[S:7][C:8]([O:19][C:20]2[CH:25]=[CH:24][C:23]([C:28](=[O:30])[CH3:29])=[C:22]([O:26][CH3:27])[CH:21]=2)=[C:9]2[C:17]3[N:16]([CH3:18])[N:15]=[CH:14][C:13]=3[CH2:12][CH2:11][C:10]=12)=[O:5])[CH3:2]. The yield is 0.250.